Task: Predict the reactants needed to synthesize the given product.. Dataset: Full USPTO retrosynthesis dataset with 1.9M reactions from patents (1976-2016) (1) Given the product [C:46]([O:50][C:51]([N:53]1[CH2:61][C:60]2[C:55](=[CH:56][CH:57]=[C:58]([C:1]([OH:3])=[O:2])[CH:59]=2)[CH:54]1[CH:63]([CH3:65])[CH3:64])=[O:52])([CH3:49])([CH3:48])[CH3:47], predict the reactants needed to synthesize it. The reactants are: [C:1]([O-])([O-:3])=[O:2].[K+].[K+].F[B-](F)(F)F.F[B-](F)(F)F.C1(P(C2CCCCC2)CCCP(C2CCCCC2)C2CCCCC2)CCCCC1.[C:46]([O:50][C:51]([N:53]1[CH2:61][C:60]2[C:55](=[CH:56][CH:57]=[C:58](Cl)[CH:59]=2)[CH:54]1[CH:63]([CH3:65])[CH3:64])=[O:52])([CH3:49])([CH3:48])[CH3:47].C(O)CCC. (2) Given the product [F:14][CH:2]([F:1])[O:3][C:4]1[CH:5]=[CH:6][C:7]([C:10]([OH:12])=[O:11])=[N:8][CH:9]=1, predict the reactants needed to synthesize it. The reactants are: [F:1][CH:2]([F:14])[O:3][C:4]1[CH:5]=[CH:6][C:7]([C:10]([O:12]C)=[O:11])=[N:8][CH:9]=1.[OH-].[Li+]. (3) Given the product [CH3:4][N:5]([CH3:16])[C:6]1[CH:15]=[CH:14][C:9]([C:10]([NH:2][NH2:3])=[O:11])=[CH:8][N:7]=1, predict the reactants needed to synthesize it. The reactants are: O.[NH2:2][NH2:3].[CH3:4][N:5]([CH3:16])[C:6]1[CH:15]=[CH:14][C:9]([C:10](OC)=[O:11])=[CH:8][N:7]=1. (4) Given the product [CH3:7][C:8]1([CH3:22])[CH2:13][C:12]([CH3:14])([CH3:15])[CH2:11][C:10](=[CH:16][CH2:17][OH:18])[CH2:9]1, predict the reactants needed to synthesize it. The reactants are: [H-].[H-].[H-].[H-].[Li+].[Al+3].[CH3:7][C:8]1([CH3:22])[CH2:13][C:12]([CH3:15])([CH3:14])[CH2:11][C:10](=[CH:16][C:17](OCC)=[O:18])[CH2:9]1. (5) Given the product [CH2:1]([N:3]([CH3:28])[C:4]([C:6]1[N:11]=[CH:10][C:9]([O:12][C:13]2[C:18]3[CH:19]=[C:20]([CH3:22])[O:21][C:17]=3[CH:16]=[C:15]([C:23](=[O:25])[NH:36][C:33]3[CH:32]=[N:31][C:30]([CH3:29])=[CH:35][N:34]=3)[CH:14]=2)=[CH:8][N:7]=1)=[O:5])[CH3:2], predict the reactants needed to synthesize it. The reactants are: [CH2:1]([N:3]([CH3:28])[C:4]([C:6]1[N:11]=[CH:10][C:9]([O:12][C:13]2[C:18]3[CH:19]=[C:20]([CH3:22])[O:21][C:17]=3[CH:16]=[C:15]([C:23]([O:25]CC)=O)[CH:14]=2)=[CH:8][N:7]=1)=[O:5])[CH3:2].[CH3:29][C:30]1[N:31]=[CH:32][C:33]([NH2:36])=[N:34][CH:35]=1.[Cl-].C[Al+]C.